This data is from CYP1A2 inhibition data for predicting drug metabolism from PubChem BioAssay. The task is: Regression/Classification. Given a drug SMILES string, predict its absorption, distribution, metabolism, or excretion properties. Task type varies by dataset: regression for continuous measurements (e.g., permeability, clearance, half-life) or binary classification for categorical outcomes (e.g., BBB penetration, CYP inhibition). Dataset: cyp1a2_veith. (1) The molecule is Cc1nn(-c2ccccc2)c(Cl)c1/C=N/NC(=O)c1ccco1. The result is 1 (inhibitor). (2) The molecule is CCOC(=O)C1=C2SCC(=O)N2C(N)=C(C#N)C1. The result is 1 (inhibitor).